This data is from Full USPTO retrosynthesis dataset with 1.9M reactions from patents (1976-2016). The task is: Predict the reactants needed to synthesize the given product. (1) Given the product [C:52]([O:51][C:49]([N:4]([CH2:5][C@:6]12[CH2:44][CH2:43][C@@H:42]([C:45]([CH3:47])=[CH2:46])[C@@H:7]1[C@@H:8]1[C@@:21]([CH3:24])([CH2:22][CH2:23]2)[C@@:20]2([CH3:25])[C@@H:11]([C@:12]3([CH3:41])[C@@H:17]([CH2:18][CH2:19]2)[C:16]([CH3:26])([CH3:27])[C:15]([C:28]2[CH:40]=[CH:39][C:31]([C:32]([O:34][C:35]([CH3:36])([CH3:37])[CH3:38])=[O:33])=[CH:30][CH:29]=2)=[CH:14][CH2:13]3)[CH2:10][CH2:9]1)[CH2:3][CH2:2][OH:1])=[O:48])([CH3:55])([CH3:54])[CH3:53], predict the reactants needed to synthesize it. The reactants are: [OH:1][CH2:2][CH2:3][NH:4][CH2:5][C@:6]12[CH2:44][CH2:43][C@@H:42]([C:45]([CH3:47])=[CH2:46])[C@@H:7]1[C@@H:8]1[C@@:21]([CH3:24])([CH2:22][CH2:23]2)[C@@:20]2([CH3:25])[C@@H:11]([C@:12]3([CH3:41])[C@@H:17]([CH2:18][CH2:19]2)[C:16]([CH3:27])([CH3:26])[C:15]([C:28]2[CH:40]=[CH:39][C:31]([C:32]([O:34][C:35]([CH3:38])([CH3:37])[CH3:36])=[O:33])=[CH:30][CH:29]=2)=[CH:14][CH2:13]3)[CH2:10][CH2:9]1.[O:48](C(OC(C)(C)C)=O)[C:49]([O:51][C:52]([CH3:55])([CH3:54])[CH3:53])=O.CCN(C(C)C)C(C)C. (2) The reactants are: [CH:1]([C:3]1[CH:8]=[CH:7][C:6]([N:9]2[CH2:14][CH2:13][O:12][CH2:11][CH2:10]2)=[CH:5][CH:4]=1)=O.[I-:15].[CH3:16][N+:17]1[CH:22]=[CH:21][C:20]([CH3:23])=[CH:19][CH:18]=1.N1CCCCC1. Given the product [I-:15].[CH3:16][N+:17]1[CH:22]=[CH:21][C:20]([CH:23]=[CH:1][C:3]2[CH:8]=[CH:7][C:6]([N:9]3[CH2:14][CH2:13][O:12][CH2:11][CH2:10]3)=[CH:5][CH:4]=2)=[CH:19][CH:18]=1, predict the reactants needed to synthesize it. (3) Given the product [Cl:1][C:2]1[C:3]([O:12][CH2:13][C:14]2([C:20]([F:21])([F:22])[F:23])[CH2:19][CH2:18][CH2:17][CH2:16][CH2:15]2)=[CH:4][C:5]([F:11])=[C:6]([CH:10]=1)[C:7]([O:9][C:24]([CH3:27])([CH3:26])[CH3:25])=[O:8], predict the reactants needed to synthesize it. The reactants are: [Cl:1][C:2]1[C:3]([O:12][CH2:13][C:14]2([C:20]([F:23])([F:22])[F:21])[CH2:19][CH2:18][CH2:17][CH2:16][CH2:15]2)=[CH:4][C:5]([F:11])=[C:6]([CH:10]=1)[C:7]([OH:9])=[O:8].[C:24](OC(OC(O[C:24]([CH3:27])([CH3:26])[CH3:25])=O)=O)([CH3:27])([CH3:26])[CH3:25]. (4) Given the product [ClH:25].[CH2:1]([C:3]1[CH:8]=[C:7]([C:9]#[N:10])[CH:6]=[CH:5][C:4]=1[N:11]=[C:12]1[N:26]([CH2:27][CH:28]([CH3:29])[CH3:30])[C@@H:23]([CH2:22][C:19]2[CH:18]=[CH:17][C:16]([OH:15])=[CH:21][CH:20]=2)[CH2:24][S:13]1)[CH3:2], predict the reactants needed to synthesize it. The reactants are: [CH2:1]([C:3]1[CH:8]=[C:7]([C:9]#[N:10])[CH:6]=[CH:5][C:4]=1[N:11]=[C:12]=[S:13])[CH3:2].[Cl-].[OH:15][C:16]1[CH:21]=[CH:20][C:19]([CH2:22][C@H:23]([NH2+:26][CH2:27][CH:28]([CH3:30])[CH3:29])[CH2:24][Cl:25])=[CH:18][CH:17]=1.